From a dataset of Catalyst prediction with 721,799 reactions and 888 catalyst types from USPTO. Predict which catalyst facilitates the given reaction. (1) Reactant: [NH2:1][C@@H:2]([C:5]([OH:7])=[O:6])[CH2:3][OH:4].[CH:8](=O)[C:9]1[CH:14]=[CH:13][CH:12]=[CH:11][CH:10]=1.[BH4-].[Na+]. Product: [CH2:8]([NH:1][C@@H:2]([C:5]([OH:7])=[O:6])[CH2:3][OH:4])[C:9]1[CH:14]=[CH:13][CH:12]=[CH:11][CH:10]=1. The catalyst class is: 74. (2) Reactant: [CH:1]1([CH2:4][CH2:5][C:6](Cl)=[O:7])[CH2:3][CH2:2]1.[Cl:9][C:10]1[CH:15]=[CH:14][C:13]([C:16]2[C:17]([NH2:27])=[N:18][N:19]3[C:24]([CH3:25])=[CH:23][C:22]([CH3:26])=[N:21][C:20]=23)=[CH:12][C:11]=1[CH3:28]. The catalyst class is: 202. Product: [Cl:9][C:10]1[CH:15]=[CH:14][C:13]([C:16]2[C:17]([NH:27][C:6](=[O:7])[CH2:5][CH2:4][CH:1]3[CH2:3][CH2:2]3)=[N:18][N:19]3[C:24]([CH3:25])=[CH:23][C:22]([CH3:26])=[N:21][C:20]=23)=[CH:12][C:11]=1[CH3:28]. (3) Reactant: C[O:2][C:3]1[CH:4]=[C:5]2[C:10](=[CH:11][CH:12]=1)[C:9]([O:13][C:14]1[CH:28]=[CH:27][C:17]([O:18][CH2:19][CH2:20][N:21]3[CH2:26][CH2:25][CH2:24][CH2:23][CH2:22]3)=[CH:16][CH:15]=1)=[C:8]([C:29]1[CH:34]=[CH:33][C:32]([S:35]([C:38]([F:41])([F:40])[F:39])(=[O:37])=[O:36])=[CH:31][CH:30]=1)[CH:7]=[CH:6]2.Cl.CCOCC.B(Br)(Br)Br.C(=O)(O)[O-].[Na+]. Product: [N:21]1([CH2:20][CH2:19][O:18][C:17]2[CH:27]=[CH:28][C:14]([O:13][C:9]3[C:8]([C:29]4[CH:34]=[CH:33][C:32]([S:35]([C:38]([F:39])([F:40])[F:41])(=[O:36])=[O:37])=[CH:31][CH:30]=4)=[CH:7][CH:6]=[C:5]4[C:10]=3[CH:11]=[CH:12][C:3]([OH:2])=[CH:4]4)=[CH:15][CH:16]=2)[CH2:26][CH2:25][CH2:24][CH2:23][CH2:22]1. The catalyst class is: 4.